Dataset: Reaction yield outcomes from USPTO patents with 853,638 reactions. Task: Predict the reaction yield, written as a fraction of the theoretical maximum amount of product (1.0 means a 100% yield; for example, 0.34 means a 34% yield). (1) The reactants are [Cl:1][C:2]1[N:11]=[CH:10][C:9]2[N:8]([CH2:12][CH:13]3[CH2:15][CH2:14]3)[C:7](=[O:16])[CH:6]3[CH2:17][O:18][CH2:19][CH2:20][N:5]3[C:4]=2[N:3]=1.IC.[CH3:23]C([O-])(C)C.[Na+]. The catalyst is CS(C)=O. The product is [Cl:1][C:2]1[N:11]=[CH:10][C:9]2[N:8]([CH2:12][CH:13]3[CH2:14][CH2:15]3)[C:7](=[O:16])[C:6]3([CH3:23])[CH2:17][O:18][CH2:19][CH2:20][N:5]3[C:4]=2[N:3]=1. The yield is 0.820. (2) The reactants are C(O[C:6]([N:8]1[CH2:13][CH2:12][CH:11]([C:14]2[C:23]3[C:18](=[CH:19][C:20]([O:24][CH2:25][CH2:26][CH2:27][N:28]4[CH2:32][CH2:31][CH2:30][C:29]4=[O:33])=[CH:21][CH:22]=3)[N:17]=[CH:16][N:15]=2)[CH2:10][CH2:9]1)=[O:7])(C)(C)C.[N+](C1C=CC(OC(=O)[NH:45][C:46]2[CH:51]=[CH:50][C:49]([O:52][CH:53]([CH3:55])[CH3:54])=[CH:48][CH:47]=2)=CC=1)([O-])=O.CCN(C(C)C)C(C)C. The catalyst is CC#N. The product is [CH:53]([O:52][C:49]1[CH:50]=[CH:51][C:46]([NH:45][C:6]([N:8]2[CH2:13][CH2:12][CH:11]([C:14]3[C:23]4[C:18](=[CH:19][C:20]([O:24][CH2:25][CH2:26][CH2:27][N:28]5[CH2:32][CH2:31][CH2:30][C:29]5=[O:33])=[CH:21][CH:22]=4)[N:17]=[CH:16][N:15]=3)[CH2:10][CH2:9]2)=[O:7])=[CH:47][CH:48]=1)([CH3:55])[CH3:54]. The yield is 0.890. (3) The reactants are Cl[C:2]1[C:7]2[N:8]=[C:9]([NH:12][C:13]3[CH:18]=[CH:17][C:16]([C:19]4[CH:20]=[N:21][N:22]([CH3:24])[CH:23]=4)=[CH:15][C:14]=3[CH3:25])[N:10]=[CH:11][C:6]=2[CH:5]=[CH:4][N:3]=1.[CH3:26][N:27]1[CH:31]=[C:30](B2OC(C)(C)C(C)(C)O2)[CH:29]=[N:28]1.C(=O)([O-])[O-].[Cs+].[Cs+]. The catalyst is O1CCOCC1.O.CCOC(C)=O.C1C=CC([P]([Pd]([P](C2C=CC=CC=2)(C2C=CC=CC=2)C2C=CC=CC=2)([P](C2C=CC=CC=2)(C2C=CC=CC=2)C2C=CC=CC=2)[P](C2C=CC=CC=2)(C2C=CC=CC=2)C2C=CC=CC=2)(C2C=CC=CC=2)C2C=CC=CC=2)=CC=1. The product is [CH3:26][N:27]1[CH:31]=[C:30]([C:2]2[C:7]3[N:8]=[C:9]([NH:12][C:13]4[CH:18]=[CH:17][C:16]([C:19]5[CH:20]=[N:21][N:22]([CH3:24])[CH:23]=5)=[CH:15][C:14]=4[CH3:25])[N:10]=[CH:11][C:6]=3[CH:5]=[CH:4][N:3]=2)[CH:29]=[N:28]1. The yield is 0.520. (4) The reactants are [F:1][C:2]([F:16])([F:15])[C:3]([NH:5][CH2:6][CH2:7][CH2:8][CH2:9][CH2:10][C:11]([O:13]C)=[O:12])=[O:4].C(Cl)(Cl)Cl.CC(C)=O. The catalyst is B([O-])([O-])[O-]. The product is [F:1][C:2]([F:15])([F:16])[C:3]([NH:5][CH2:6][CH2:7][CH2:8][CH2:9][CH2:10][C:11]([OH:13])=[O:12])=[O:4]. The yield is 0.890. (5) The reactants are [CH:1]1([C:7]2[C:8]3[CH:9]=[CH:10][C:11]([C:31](=[O:39])[NH:32][S:33]([CH:36]4[CH2:38][CH2:37]4)(=[O:35])=[O:34])=[CH:12][C:13]=3[N:14]3[CH2:20][C:19]([C:21]([O:23]C)=[O:22])=[CH:18][C:17]4[CH:25]=[C:26]([O:29][CH3:30])[CH:27]=[CH:28][C:16]=4[C:15]=23)[CH2:6][CH2:5][CH2:4][CH2:3][CH2:2]1.[OH-].[Na+].Cl.C1COCC1. The catalyst is CO. The product is [CH:1]1([C:7]2[C:8]3[CH:9]=[CH:10][C:11]([C:31](=[O:39])[NH:32][S:33]([CH:36]4[CH2:37][CH2:38]4)(=[O:35])=[O:34])=[CH:12][C:13]=3[N:14]3[CH2:20][C:19]([C:21]([OH:23])=[O:22])=[CH:18][C:17]4[CH:25]=[C:26]([O:29][CH3:30])[CH:27]=[CH:28][C:16]=4[C:15]=23)[CH2:2][CH2:3][CH2:4][CH2:5][CH2:6]1. The yield is 0.940. (6) The reactants are [CH:1]([C:3]1[CH:18]=[CH:17][C:6]([O:7][C:8]2[CH:16]=[CH:15][C:11]([C:12]([NH2:14])=[O:13])=[CH:10][N:9]=2)=[C:5]([O:19][CH3:20])[CH:4]=1)=O.[N:21]1[CH:26]=[CH:25][CH:24]=[C:23]([CH2:27][CH2:28][NH2:29])[CH:22]=1. No catalyst specified. The product is [CH3:20][O:19][C:5]1[CH:4]=[C:3]([CH2:1][NH:29][CH2:28][CH2:27][C:23]2[CH:22]=[N:21][CH:26]=[CH:25][CH:24]=2)[CH:18]=[CH:17][C:6]=1[O:7][C:8]1[CH:16]=[CH:15][C:11]([C:12]([NH2:14])=[O:13])=[CH:10][N:9]=1. The yield is 0.584. (7) The reactants are [NH:1]1[C:5]2=[CH:6][N:7]=[CH:8][CH:9]=[C:4]2[CH:3]=[N:2]1.O(Br)[Br:11].[Na].BrBr.[OH-].[Na+].[Cl-].[NH4+]. The catalyst is O. The product is [Br:11][C:3]1[C:4]2[C:5](=[CH:6][N:7]=[CH:8][CH:9]=2)[NH:1][N:2]=1. The yield is 0.620.